From a dataset of Forward reaction prediction with 1.9M reactions from USPTO patents (1976-2016). Predict the product of the given reaction. (1) Given the reactants Br[CH2:2][C:3]1[S:4][C:5]2[CH:11]=[CH:10][CH:9]=[C:8]([C:12]3[CH:13]=[C:14]([CH:20]=[CH:21][CH:22]=3)[C:15]([O:17][CH2:18][CH3:19])=[O:16])[C:6]=2[CH:7]=1.[Cl:23][C:24]1[CH:25]=[C:26](B(O)O)[CH:27]=[C:28]([F:30])[CH:29]=1, predict the reaction product. The product is: [Cl:23][C:24]1[CH:25]=[C:26]([CH:27]=[C:28]([F:30])[CH:29]=1)[CH2:2][C:3]1[S:4][C:5]2[CH:11]=[CH:10][CH:9]=[C:8]([C:12]3[CH:13]=[C:14]([CH:20]=[CH:21][CH:22]=3)[C:15]([O:17][CH2:18][CH3:19])=[O:16])[C:6]=2[CH:7]=1. (2) Given the reactants [Cl:1][C:2]1[N:7]=[CH:6][C:5]([CH2:8][N:9]2[C:17]3[CH:16]=[CH:15][C:14]([F:18])=[CH:13][C:12]=3[C:11]3[CH2:19][N:20]4[CH2:25][CH2:24][CH:23]([C:10]2=3)[CH2:22][CH2:21]4)=[CH:4][CH:3]=1.[OH:26][C@@H:27]([C@H:31]([OH:35])[C:32]([OH:34])=[O:33])[C:28]([OH:30])=[O:29], predict the reaction product. The product is: [C:28]([CH:27]([CH:31]([C:32]([OH:34])=[O:33])[OH:35])[OH:26])([OH:30])=[O:29].[Cl:1][C:2]1[N:7]=[CH:6][C:5]([CH2:8][N:9]2[C:17]3[CH:16]=[CH:15][C:14]([F:18])=[CH:13][C:12]=3[C:11]3[CH2:19][N:20]4[CH2:21][CH2:22][CH:23]([C:10]2=3)[CH2:24][CH2:25]4)=[CH:4][CH:3]=1.